Dataset: Reaction yield outcomes from USPTO patents with 853,638 reactions. Task: Predict the reaction yield, written as a fraction of the theoretical maximum amount of product (1.0 means a 100% yield; for example, 0.34 means a 34% yield). (1) The reactants are [Cl:1][C:2]1[C:6]([CH2:7][CH3:8])=[C:5]([C:9]2[CH:10]=[C:11]([C:14]([NH:16][C@@H:17]([CH2:30][C:31]3[CH:36]=[CH:35][CH:34]=[CH:33][C:32]=3[C:37]([F:40])([F:39])[F:38])[CH2:18][N:19]3C(=O)C4C(=CC=CC=4)C3=O)=[O:15])[S:12][CH:13]=2)[N:4]([CH3:41])[N:3]=1.NN. The catalyst is O1CCCC1.CO. The product is [NH2:19][CH2:18][C@@H:17]([NH:16][C:14]([C:11]1[S:12][CH:13]=[C:9]([C:5]2[N:4]([CH3:41])[N:3]=[C:2]([Cl:1])[C:6]=2[CH2:7][CH3:8])[CH:10]=1)=[O:15])[CH2:30][C:31]1[CH:36]=[CH:35][CH:34]=[CH:33][C:32]=1[C:37]([F:40])([F:39])[F:38]. The yield is 0.830. (2) The reactants are C[O:2][C:3]([C:5]1[CH:14]=[CH:13][C:8]2[N:9]=[C:10]([CH3:12])[O:11][C:7]=2[CH:6]=1)=[O:4].[OH-].[Na+].Cl. The catalyst is C(O)C. The product is [CH3:12][C:10]1[O:11][C:7]2[CH:6]=[C:5]([C:3]([OH:4])=[O:2])[CH:14]=[CH:13][C:8]=2[N:9]=1. The yield is 0.970. (3) The reactants are [OH:1][C@:2]([CH3:38])([CH2:36][I:37])[C:3](=[O:35])[C@@H:4]([NH:12][C:13](=[O:34])[C@@H:14]([NH:18][C:19](=[O:33])[C@@H:20]([NH:24][C:25]([C:27]1[S:31][C:30]([CH3:32])=[N:29][CH:28]=1)=[O:26])[CH2:21][O:22][CH3:23])[CH2:15][O:16][CH3:17])[CH2:5][C:6]1[CH:11]=[CH:10][CH:9]=[CH:8][CH:7]=1.[C:39]([O:42][CH2:43][CH2:44][CH2:45][C:46](O[C:46](=[O:47])[CH2:45][CH2:44][CH2:43][O:42][C:39](=[O:41])[CH3:40])=[O:47])(=[O:41])[CH3:40]. The catalyst is CN(C1C=CN=CC=1)C.N1C=CC=CC=1.O.ClCCl. The product is [C:39]([O:42][CH2:43][CH2:44][CH2:45][C:46]([O:1][C@@:2]([CH3:38])([C:3](=[O:35])[C@@H:4]([NH:12][C:13](=[O:34])[C@@H:14]([NH:18][C:19](=[O:33])[C@@H:20]([NH:24][C:25]([C:27]1[S:31][C:30]([CH3:32])=[N:29][CH:28]=1)=[O:26])[CH2:21][O:22][CH3:23])[CH2:15][O:16][CH3:17])[CH2:5][C:6]1[CH:7]=[CH:8][CH:9]=[CH:10][CH:11]=1)[CH2:36][I:37])=[O:47])(=[O:41])[CH3:40]. The yield is 0.500. (4) The reactants are [F:1][C:2]1[CH:3]=[C:4]2[C:8](=[CH:9][CH:10]=1)[NH:7][C:6](=[O:11])[CH2:5]2.[CH:12]([C:14]1[NH:18][C:17]([CH3:19])=[C:16]([C:20]([OH:22])=[O:21])[C:15]=1[CH3:23])=O.N1CCCC1. The catalyst is C(O)C. The product is [F:1][C:2]1[CH:3]=[C:4]2[C:8](=[CH:9][CH:10]=1)[NH:7][C:6](=[O:11])/[C:5]/2=[CH:12]\[C:14]1[NH:18][C:17]([CH3:19])=[C:16]([C:20]([OH:22])=[O:21])[C:15]=1[CH3:23]. The yield is 0.930. (5) The reactants are [C:1]1([C:27]2[CH:32]=[CH:31][CH:30]=[CH:29][CH:28]=2)[C:2]([C:7]([N:9]2[CH2:13][C@H:12]([OH:14])[CH2:11][C@H:10]2[CH2:15][N:16]2C(=O)C3C(=CC=CC=3)C2=O)=[O:8])=[CH:3][CH:4]=[CH:5][CH:6]=1.O.NN. The catalyst is CO. The product is [NH2:16][CH2:15][C@@H:10]1[CH2:11][C@@H:12]([OH:14])[CH2:13][N:9]1[C:7]([C:2]1[CH:3]=[CH:4][CH:5]=[CH:6][C:1]=1[C:27]1[CH:32]=[CH:31][CH:30]=[CH:29][CH:28]=1)=[O:8]. The yield is 0.660.